From a dataset of Choline transporter screen with 302,306 compounds. Binary Classification. Given a drug SMILES string, predict its activity (active/inactive) in a high-throughput screening assay against a specified biological target. (1) The drug is O=C1N(CCN(CC1)CC(C)C)C(c1ccccc1)CO. The result is 0 (inactive). (2) The drug is Clc1cc2c(SCC(=O)NCCCN3CCOCC3)c3CCCCc3nc2cc1. The result is 1 (active).